This data is from Forward reaction prediction with 1.9M reactions from USPTO patents (1976-2016). The task is: Predict the product of the given reaction. (1) Given the reactants CS(O[CH2:6][C:7]1[O:11][N:10]=[C:9]([C:12]2[C:13]([C:42](=[O:46])[NH:43][CH2:44][CH3:45])=[N:14][O:15][C:16]=2[C:17]2[CH:22]=[C:21]([CH:23]([CH3:25])[CH3:24])[C:20]([O:26][CH2:27][C:28]3[CH:33]=[CH:32][CH:31]=[CH:30][CH:29]=3)=[CH:19][C:18]=2[O:34][CH2:35][C:36]2[CH:41]=[CH:40][CH:39]=[CH:38][CH:37]=2)[N:8]=1)(=O)=O.[NH:47]1[CH2:51][CH2:50][CH2:49][CH2:48]1, predict the reaction product. The product is: [CH2:35]([O:34][C:18]1[CH:19]=[C:20]([O:26][CH2:27][C:28]2[CH:29]=[CH:30][CH:31]=[CH:32][CH:33]=2)[C:21]([CH:23]([CH3:24])[CH3:25])=[CH:22][C:17]=1[C:16]1[O:15][N:14]=[C:13]([C:42]([NH:43][CH2:44][CH3:45])=[O:46])[C:12]=1[C:9]1[N:8]=[C:7]([CH2:6][N:47]2[CH2:51][CH2:50][CH2:49][CH2:48]2)[O:11][N:10]=1)[C:36]1[CH:41]=[CH:40][CH:39]=[CH:38][CH:37]=1. (2) Given the reactants [CH2:1]([C:5]1[CH:10]=[CH:9][C:8]([C:11]#[C:12][C:13]2[CH:22]=[CH:21][C:16]([C:17]([O:19]C)=[O:18])=[CH:15][CH:14]=2)=[CH:7][CH:6]=1)[CH2:2][CH2:3][CH3:4].[Li+].[OH-].O, predict the reaction product. The product is: [CH2:1]([C:5]1[CH:10]=[CH:9][C:8]([C:11]#[C:12][C:13]2[CH:22]=[CH:21][C:16]([C:17]([OH:19])=[O:18])=[CH:15][CH:14]=2)=[CH:7][CH:6]=1)[CH2:2][CH2:3][CH3:4]. (3) Given the reactants [NH2:1][C@@H:2]([C:7]([OH:9])=[O:8])[CH2:3][CH:4]([CH3:6])[CH3:5].[C:10]([Cl:13])(=O)C, predict the reaction product. The product is: [ClH:13].[NH2:1][C@@H:2]([C:7]([O:9][CH3:10])=[O:8])[CH2:3][CH:4]([CH3:6])[CH3:5]. (4) The product is: [Cl:42][C:43]1[CH:50]=[C:49]([F:51])[CH:48]=[CH:47][C:44]=1[CH2:45][NH:46][C:5](=[O:7])[C@H:4]1[CH2:8][CH2:9][C:10](=[O:11])[N:3]1[CH2:1][CH3:2]. Given the reactants [CH2:1]([N:3]1[C:10](=[O:11])[CH2:9][CH2:8][C@H:4]1[C:5]([OH:7])=O)[CH3:2].Cl.CN(C)CCCN=C=NCC.ON1C2C=CC=CC=2N=N1.C(N1CCOCC1)C.[Cl:42][C:43]1[CH:50]=[C:49]([F:51])[CH:48]=[CH:47][C:44]=1[CH2:45][NH2:46].C(=O)([O-])O.[Na+], predict the reaction product.